This data is from Forward reaction prediction with 1.9M reactions from USPTO patents (1976-2016). The task is: Predict the product of the given reaction. (1) Given the reactants C([O:8][C:9]1[C:13]([O:14]CC2C=CC=CC=2)=[C:12]([C:22]2[CH:27]=[CH:26][CH:25]=[CH:24][N:23]=2)[N:11]([C:28]2[CH:33]=[CH:32][C:31]([O:34][CH3:35])=[CH:30][CH:29]=2)[C:10]=1[C:36]([O:38][CH2:39][CH3:40])=[O:37])C1C=CC=CC=1, predict the reaction product. The product is: [OH:8][C:9]1[C:13]([OH:14])=[C:12]([C:22]2[CH:27]=[CH:26][CH:25]=[CH:24][N:23]=2)[N:11]([C:28]2[CH:33]=[CH:32][C:31]([O:34][CH3:35])=[CH:30][CH:29]=2)[C:10]=1[C:36]([O:38][CH2:39][CH3:40])=[O:37]. (2) Given the reactants [OH:1][CH:2]([C:6]1[S:7][CH:8]=[CH:9][CH:10]=1)[C:3]([OH:5])=[O:4].[CH3:11][C:12]([CH3:16])([CH3:15])[CH:13]=O.C1(C)C=CC(S(O)(=O)=O)=CC=1, predict the reaction product. The product is: [C:12]([CH:16]1[O:4][C:3](=[O:5])[CH:2]([C:6]2[S:7][CH:8]=[CH:9][CH:10]=2)[O:1]1)([CH3:15])([CH3:13])[CH3:11]. (3) Given the reactants O=[C:2]1[C:15]2[C:14]3[CH:16]=[CH:17][CH:18]=[CH:19][C:13]=3[CH2:12][CH2:11][C:10]=2[NH:9][C:8]2[C:3]1=[C:4](C(O)=O)[CH:5]=[CH:6][CH:7]=2.[C:23]([O-:26])([O-])=[O:24].[K+].[K+].I[CH3:30].CN([CH:34]=[O:35])C, predict the reaction product. The product is: [CH3:34][O:35][C:2]1[C:3]2[C:8]([N:9]=[C:10]3[C:15]=1[C:14]1[CH:16]=[CH:17][CH:18]=[CH:19][C:13]=1[CH2:12][CH2:11]3)=[CH:7][CH:6]=[CH:5][C:4]=2[C:23]([O:26][CH3:30])=[O:24]. (4) Given the reactants [S:1](=[O:4])(=O)=[O:2].[N:5]1[CH:10]=CC=[CH:7][C:6]=1[CH3:11].CNC(C)C.P(Cl)(Cl)(Cl)(Cl)[Cl:18], predict the reaction product. The product is: [CH3:10][N:5]([CH:6]([CH3:11])[CH3:7])[S:1]([Cl:18])(=[O:4])=[O:2]. (5) Given the reactants FC(F)(F)C([NH:5][C:6]1([C:11]2[CH:16]=[CH:15][C:14]([C:17]3[C:26]([C:27]4[CH:32]=[CH:31][CH:30]=[CH:29][CH:28]=4)=[CH:25][C:24]4[C:23]5=[N:33][N:34]=[C:35]([C:36]6[N:41]=[CH:40][CH:39]=[CH:38][N:37]=6)[N:22]5[CH:21]=[CH:20][C:19]=4[N:18]=3)=[CH:13][CH:12]=2)[CH2:9][CH:8]([CH3:10])[CH2:7]1)=O.[OH-].[Na+], predict the reaction product. The product is: [CH3:10][CH:8]1[CH2:7][C:6]([C:11]2[CH:16]=[CH:15][C:14]([C:17]3[C:26]([C:27]4[CH:32]=[CH:31][CH:30]=[CH:29][CH:28]=4)=[CH:25][C:24]4[C:23]5=[N:33][N:34]=[C:35]([C:36]6[N:41]=[CH:40][CH:39]=[CH:38][N:37]=6)[N:22]5[CH:21]=[CH:20][C:19]=4[N:18]=3)=[CH:13][CH:12]=2)([NH2:5])[CH2:9]1. (6) Given the reactants [Cl:1][C:2]1[CH:7]=[C:6]([CH3:8])[CH:5]=[C:4]([Cl:9])[C:3]=1[OH:10].C1(=O)O[CH2:14][CH2:13][O:12]1.N1C=CN=C1, predict the reaction product. The product is: [Cl:1][C:2]1[CH:7]=[C:6]([CH3:8])[CH:5]=[C:4]([Cl:9])[C:3]=1[O:10][CH2:14][CH2:13][OH:12].